This data is from Full USPTO retrosynthesis dataset with 1.9M reactions from patents (1976-2016). The task is: Predict the reactants needed to synthesize the given product. (1) Given the product [CH3:19][O:11][CH:10]([C:12]1[CH:17]=[CH:16][CH:15]=[CH:14][C:13]=1[CH3:18])[CH2:9][CH2:8][CH:4]1[O:5][CH2:6][CH2:7][O:3]1, predict the reactants needed to synthesize it. The reactants are: [H-].[Na+].[O:3]1[CH2:7][CH2:6][O:5][CH:4]1[CH2:8][CH2:9][CH:10]([C:12]1[CH:17]=[CH:16][CH:15]=[CH:14][C:13]=1[CH3:18])[OH:11].[CH3:19]I. (2) Given the product [ClH:1].[CH2:32]([O:31][P:26]([C:13]1[CH:12]=[CH:11][C:10]([NH2:9])=[CH:25][C:14]=1[CH2:15][NH:16][CH3:17])(=[O:27])[O:28][CH2:29][CH3:30])[CH3:33], predict the reactants needed to synthesize it. The reactants are: [ClH:1].C(OC([NH:9][C:10]1[CH:11]=[CH:12][C:13]([P:26]([O:31][CH2:32][CH3:33])([O:28][CH2:29][CH3:30])=[O:27])=[C:14]([CH:25]=1)[CH2:15][N:16](C)[C:17](=O)OC(C)(C)C)=O)(C)(C)C. (3) Given the product [CH2:1]=[CH:2][CH:3]=[CH2:4].[CH2:1]=[CH:2][C:3]1[CH:8]=[CH:7][CH:6]=[CH:5][CH:4]=1, predict the reactants needed to synthesize it. The reactants are: [CH2:1]=[CH:2][C:3]1[CH:8]=[CH:7][CH:6]=[CH:5][CH:4]=1. (4) Given the product [ClH:45].[F:37][C:36]1[CH:35]=[C:31]([CH:30]=[C:29]([F:38])[C:28]=1[N:25]1[CH2:26][CH2:27][CH:22]([CH2:21][NH:8][C@@H:9]([C:11]2[C:20]3[C:15](=[CH:16][CH:17]=[CH:18][CH:19]=3)[CH:14]=[CH:13][CH:12]=2)[CH3:10])[CH:23]([C:39]2[CH:44]=[CH:43][CH:42]=[CH:41][CH:40]=2)[CH2:24]1)[C:32]([OH:34])=[O:33], predict the reactants needed to synthesize it. The reactants are: C(OC([N:8]([CH2:21][CH:22]1[CH2:27][CH2:26][N:25]([C:28]2[C:36]([F:37])=[CH:35][C:31]([C:32]([OH:34])=[O:33])=[CH:30][C:29]=2[F:38])[CH2:24][CH:23]1[C:39]1[CH:44]=[CH:43][CH:42]=[CH:41][CH:40]=1)[C@@H:9]([C:11]1[C:20]2[C:15](=[CH:16][CH:17]=[CH:18][CH:19]=2)[CH:14]=[CH:13][CH:12]=1)[CH3:10])=O)(C)(C)C.[ClH:45].O1CCOCC1.